This data is from Full USPTO retrosynthesis dataset with 1.9M reactions from patents (1976-2016). The task is: Predict the reactants needed to synthesize the given product. Given the product [F:12][C:13]([F:15])([F:14])[CH:10]([OH:11])[C:8]([C:2]1[CH:7]=[CH:6][CH:5]=[CH:4][CH:3]=1)=[O:9], predict the reactants needed to synthesize it. The reactants are: O.[C:2]1([C:8]([CH:10]=[O:11])=[O:9])[CH:7]=[CH:6][CH:5]=[CH:4][CH:3]=1.[F:12][C:13]([Si](C)(C)C)([F:15])[F:14].[F-].[Cs+].